Dataset: Forward reaction prediction with 1.9M reactions from USPTO patents (1976-2016). Task: Predict the product of the given reaction. Given the reactants C([O:3][C:4]([C:6]1([NH:15][C:16]([C:18]2[C:19]([O:24][CH2:25][CH3:26])=[N:20][CH:21]=[CH:22][CH:23]=2)=[O:17])[CH2:14][C:13]2[C:8](=[CH:9][CH:10]=[CH:11][CH:12]=2)[CH2:7]1)=[O:5])C.O1CCOCC1.CO.O, predict the reaction product. The product is: [CH2:25]([O:24][C:19]1[C:18]([C:16]([NH:15][C:6]2([C:4]([OH:5])=[O:3])[CH2:14][C:13]3[C:8](=[CH:9][CH:10]=[CH:11][CH:12]=3)[CH2:7]2)=[O:17])=[CH:23][CH:22]=[CH:21][N:20]=1)[CH3:26].